This data is from Reaction yield outcomes from USPTO patents with 853,638 reactions. The task is: Predict the reaction yield, written as a fraction of the theoretical maximum amount of product (1.0 means a 100% yield; for example, 0.34 means a 34% yield). (1) The reactants are [Cl:1][C:2]1[C:3]([S:19](=[O:22])(=[O:21])[NH2:20])=[N:4][CH:5]=[C:6]([C:10]=1[NH:11][C:12]1[CH:17]=[CH:16][CH:15]=[C:14]([Cl:18])[CH:13]=1)[C:7]([OH:9])=O.[C:23]1([CH:29]2[CH2:34][CH2:33][NH:32][CH2:31][CH2:30]2)[CH:28]=[CH:27][CH:26]=[CH:25][CH:24]=1. The yield is 0.280. The product is [Cl:1][C:2]1[C:3]([S:19]([NH2:20])(=[O:22])=[O:21])=[N:4][CH:5]=[C:6]([C:7]([N:32]2[CH2:33][CH2:34][CH:29]([C:23]3[CH:28]=[CH:27][CH:26]=[CH:25][CH:24]=3)[CH2:30][CH2:31]2)=[O:9])[C:10]=1[NH:11][C:12]1[CH:17]=[CH:16][CH:15]=[C:14]([Cl:18])[CH:13]=1. No catalyst specified. (2) The reactants are Cl[C:2]1[N:7]=[C:6]([NH:8][C:9]2[CH:14]=[CH:13][C:12]3[O:15][CH2:16][CH2:17][O:18][C:11]=3[CH:10]=2)[C:5]([F:19])=[CH:4][N:3]=1.C(N(CC)C(C)C)(C)C.[CH2:29]([O:35][C:36]1[CH:42]=[CH:41][C:39]([NH2:40])=[CH:38][CH:37]=1)[CH2:30][CH2:31][CH2:32][CH2:33][CH3:34]. The catalyst is C(O)CO. The product is [CH2:17]1[CH2:16][O:15][C:12]2[CH:13]=[CH:14][C:9]([NH:8][C:6]3[C:5]([F:19])=[CH:4][N:3]=[C:2]([NH:40][C:39]4[CH:38]=[CH:37][C:36]([O:35][CH2:29][CH2:30][CH2:31][CH2:32][CH2:33][CH3:34])=[CH:42][CH:41]=4)[N:7]=3)=[CH:10][C:11]=2[O:18]1. The yield is 0.230. (3) The reactants are [CH:1]1([C:7]2[C:12]3[O:13][C:14]4[CH:19]=[CH:18][CH:17]=[CH:16][C:15]=4[C:11]=3[CH:10]=[CH:9][CH:8]=2)[CH2:6][CH2:5][CH2:4][CH2:3][CH2:2]1.[Li]CCCC.[I:25]I. The catalyst is C1COCC1. The product is [CH:1]1([C:7]2[C:12]3[O:13][C:14]4[C:19]([I:25])=[CH:18][CH:17]=[CH:16][C:15]=4[C:11]=3[CH:10]=[CH:9][CH:8]=2)[CH2:2][CH2:3][CH2:4][CH2:5][CH2:6]1. The yield is 0.580. (4) The reactants are [CH3:1][O:2][C:3](=[O:23])[C:4]1[CH:9]=[C:8]([C:10]([O:12]CC)=[CH2:11])[C:7]([C:15]([F:18])([F:17])[F:16])=[CH:6][C:5]=1[NH:19][C:20](=[O:22])[CH3:21].Cl.CCOC(C)=O. The catalyst is C1COCC1. The product is [CH3:1][O:2][C:3](=[O:23])[C:4]1[CH:9]=[C:8]([C:10](=[O:12])[CH3:11])[C:7]([C:15]([F:18])([F:17])[F:16])=[CH:6][C:5]=1[NH:19][C:20](=[O:22])[CH3:21]. The yield is 0.760.